Dataset: Full USPTO retrosynthesis dataset with 1.9M reactions from patents (1976-2016). Task: Predict the reactants needed to synthesize the given product. Given the product [NH2:7][C:8]1[CH:9]=[C:10]([N:14]([CH2:15][C:16]2[CH:17]=[CH:18][CH:19]=[CH:20][CH:21]=2)[S:22]([C:25]2[CH:30]=[CH:29][CH:28]=[CH:27][CH:26]=2)(=[O:24])=[O:23])[CH:11]=[CH:12][CH:13]=1, predict the reactants needed to synthesize it. The reactants are: C(OC(=O)[NH:7][C:8]1[CH:13]=[CH:12][CH:11]=[C:10]([N:14]([S:22]([C:25]2[CH:30]=[CH:29][CH:28]=[CH:27][CH:26]=2)(=[O:24])=[O:23])[CH2:15][C:16]2[CH:21]=[CH:20][CH:19]=[CH:18][CH:17]=2)[CH:9]=1)(C)(C)C.FC(F)(F)C(O)=O.